Dataset: Reaction yield outcomes from USPTO patents with 853,638 reactions. Task: Predict the reaction yield, written as a fraction of the theoretical maximum amount of product (1.0 means a 100% yield; for example, 0.34 means a 34% yield). The reactants are [O:1]1[CH2:5][CH2:4][O:3][CH:2]1[C:6]1[CH:11]=[CH:10][C:9]([CH2:12][OH:13])=[CH:8][C:7]=1[F:14].[H-].[Na+].F[C:18]1[CH:23]=[CH:22][CH:21]=[CH:20][N:19]=1. The catalyst is CN(C)C=O. The product is [O:1]1[CH2:5][CH2:4][O:3][CH:2]1[C:6]1[CH:11]=[CH:10][C:9]([CH2:12][O:13][C:18]2[CH:23]=[CH:22][CH:21]=[CH:20][N:19]=2)=[CH:8][C:7]=1[F:14]. The yield is 0.640.